From a dataset of Forward reaction prediction with 1.9M reactions from USPTO patents (1976-2016). Predict the product of the given reaction. (1) Given the reactants C(N(C(C)C)CC)(C)C.[Cl:10][CH2:11][CH2:12][CH2:13][CH:14]([C:18]1[CH:23]=[CH:22][C:21]([Cl:24])=[CH:20][CH:19]=1)[C:15]([OH:17])=O.C1N(P(Cl)(N2C(=O)OCC2)=O)C(=O)OC1.Cl.Cl.[CH3:42][O:43][C:44]1[CH:45]=[C:46](/[CH:56]=[CH:57]/[C:58]([NH:60][NH2:61])=O)[CH:47]=[CH:48][C:49]=1[N:50]1[CH:54]=[C:53]([CH3:55])[N:52]=[CH:51]1, predict the reaction product. The product is: [Cl:10][CH2:11][CH2:12][CH2:13][CH:14]([C:15]1[O:17][C:58](/[CH:57]=[CH:56]/[C:46]2[CH:47]=[CH:48][C:49]([N:50]3[CH:54]=[C:53]([CH3:55])[N:52]=[CH:51]3)=[C:44]([O:43][CH3:42])[CH:45]=2)=[N:60][N:61]=1)[C:18]1[CH:23]=[CH:22][C:21]([Cl:24])=[CH:20][CH:19]=1. (2) The product is: [F:7][C@H:8]1[C@@H:13]([O:14][C:15]2[CH:22]=[CH:21][C:20]([C:23]3[N:28]=[C:27]([NH:29][C:30]4[CH:35]=[CH:34][C:33]([N:36]5[CH2:37][CH2:38][N:39]([CH:42]6[CH2:45][O:44][CH2:43]6)[CH2:40][CH2:41]5)=[CH:32][CH:31]=4)[N:26]=[CH:25][N:24]=3)=[CH:19][C:16]=2[C:17]#[N:18])[CH2:12][CH2:11][N:10]([C:4](=[O:6])[CH2:3][CH2:2][OH:1])[CH2:9]1. Given the reactants [OH:1][CH2:2][CH2:3][C:4]([OH:6])=O.[F:7][C@H:8]1[C@@H:13]([O:14][C:15]2[CH:22]=[CH:21][C:20]([C:23]3[N:28]=[C:27]([NH:29][C:30]4[CH:35]=[CH:34][C:33]([N:36]5[CH2:41][CH2:40][N:39]([CH:42]6[CH2:45][O:44][CH2:43]6)[CH2:38][CH2:37]5)=[CH:32][CH:31]=4)[N:26]=[CH:25][N:24]=3)=[CH:19][C:16]=2[C:17]#[N:18])[CH2:12][CH2:11][NH:10][CH2:9]1, predict the reaction product. (3) Given the reactants Cl.[CH3:2][O:3][CH:4]1[CH2:8][C@@H:7]([NH2:9])[C@H:6]([NH2:10])[CH2:5]1.C(N(CC)CC)C.[Cl:18][C:19]1[CH:20]=[C:21]2[C:25](=[CH:26][CH:27]=1)[NH:24][C:23]([C:28](OC1C=CC([N+]([O-])=O)=CC=1)=[O:29])=[CH:22]2, predict the reaction product. The product is: [CH3:2][O:3][CH:4]1[CH2:8][C@@H:7]([NH:9][C:28]([C:23]2[NH:24][C:25]3[C:21]([CH:22]=2)=[CH:20][C:19]([Cl:18])=[CH:27][CH:26]=3)=[O:29])[C@H:6]([NH2:10])[CH2:5]1. (4) Given the reactants C(OC(=O)C)C.[ClH:7].C(OC(=O)[NH:14][CH2:15][CH2:16][C:17]1[CH:34]=[CH:33][C:20]2[N:21]([CH2:31][CH3:32])[C:22](=[O:30])[C:23]([CH3:29])([CH3:28])[C:24](=[O:27])[N:25]([CH3:26])[C:19]=2[CH:18]=1)(C)(C)C, predict the reaction product. The product is: [ClH:7].[NH2:14][CH2:15][CH2:16][C:17]1[CH:34]=[CH:33][C:20]2[N:21]([CH2:31][CH3:32])[C:22](=[O:30])[C:23]([CH3:28])([CH3:29])[C:24](=[O:27])[N:25]([CH3:26])[C:19]=2[CH:18]=1. (5) The product is: [C:1]([O:5][C:6]([C:8]1[C:9]([C:14]2[CH:19]=[CH:18][C:17]([CH2:20][N:21]3[C:25]([CH:26]=[N:41][OH:42])=[C:24]([CH:28]=[CH2:29])[N:23]=[C:22]3[O:30][CH2:31][CH3:32])=[C:16]([F:33])[CH:15]=2)=[CH:10][CH:11]=[CH:12][CH:13]=1)=[O:7])([CH3:2])([CH3:4])[CH3:3]. Given the reactants [C:1]([O:5][C:6]([C:8]1[C:9]([C:14]2[CH:19]=[CH:18][C:17]([CH2:20][N:21]3[C:25]([CH:26]=O)=[C:24]([CH:28]=[CH2:29])[N:23]=[C:22]3[O:30][CH2:31][CH3:32])=[C:16]([F:33])[CH:15]=2)=[CH:10][CH:11]=[CH:12][CH:13]=1)=[O:7])([CH3:4])([CH3:3])[CH3:2].N1C=CC=CC=1.Cl.[NH2:41][OH:42], predict the reaction product. (6) Given the reactants [CH:1]1([C:4]([N:6]2[CH2:12][CH2:11][C:10]3[CH:13]=[C:14]([O:17][CH:18]4[CH2:23][CH2:22][N:21](C(OC(C)(C)C)=O)[CH2:20][CH2:19]4)[CH:15]=[CH:16][C:9]=3[CH2:8][CH2:7]2)=[O:5])[CH2:3][CH2:2]1.FC(F)(F)C(O)=O, predict the reaction product. The product is: [CH:1]1([C:4]([N:6]2[CH2:12][CH2:11][C:10]3[CH:13]=[C:14]([O:17][CH:18]4[CH2:23][CH2:22][NH:21][CH2:20][CH2:19]4)[CH:15]=[CH:16][C:9]=3[CH2:8][CH2:7]2)=[O:5])[CH2:2][CH2:3]1.